From a dataset of Forward reaction prediction with 1.9M reactions from USPTO patents (1976-2016). Predict the product of the given reaction. (1) Given the reactants O=P(Cl)(Cl)Cl.[CH3:6][C:7]1([CH3:18])[C:17]2[CH:16]=[CH:15][S:14][C:13]=2[C:9]2[S:10][CH:11]=[CH:12][C:8]1=2.C(Cl)Cl.CN([CH:25]=[O:26])C, predict the reaction product. The product is: [CH3:6][C:7]1([CH3:18])[C:8]2[CH:12]=[C:11]([CH:25]=[O:26])[S:10][C:9]=2[C:13]2[S:14][CH:15]=[CH:16][C:17]1=2. (2) The product is: [CH3:1][C:2]1[C:21]([CH3:22])=[CH:20][C:5]2[N:6]([CH:9]([CH2:15][C:16]([F:19])([F:18])[F:17])[C:10]([OH:12])=[O:11])[CH:7]=[N:8][C:4]=2[CH:3]=1. Given the reactants [CH3:1][C:2]1[C:21]([CH3:22])=[CH:20][C:5]2[N:6]([CH:9]([CH2:15][C:16]([F:19])([F:18])[F:17])[C:10]([O:12]CC)=[O:11])[CH:7]=[N:8][C:4]=2[CH:3]=1.CC(C)C(N1C=CC(C(F)(F)F)=N1)C(OCC)=O, predict the reaction product. (3) The product is: [CH2:1]([O:8][C:9]1[CH:14]=[CH:13][C:12]([CH2:15][N:28]2[CH:29]=[C:25]([B:20]3[O:19][C:18]([CH3:30])([CH3:17])[C:22]([CH3:24])([CH3:23])[O:21]3)[CH:26]=[N:27]2)=[CH:11][CH:10]=1)[C:2]1[CH:7]=[CH:6][CH:5]=[CH:4][CH:3]=1. Given the reactants [CH2:1]([O:8][C:9]1[CH:14]=[CH:13][C:12]([CH2:15]Br)=[CH:11][CH:10]=1)[C:2]1[CH:7]=[CH:6][CH:5]=[CH:4][CH:3]=1.[CH3:17][C:18]1([CH3:30])[C:22]([CH3:24])([CH3:23])[O:21][B:20]([C:25]2[CH:26]=[N:27][NH:28][CH:29]=2)[O:19]1.[H-].[Na+], predict the reaction product. (4) Given the reactants [Br:1][C:2]1[CH:11]=[CH:10][CH:9]=[C:8]2[C:3]=1[CH:4]=[C:5](Cl)[N:6]=[C:7]2[O:12]C.C([O-])([O-])=O.[Cs+].[Cs+].[F:21][C:22]1[CH:27]=[CH:26][C:25]([SH:28])=[CH:24][CH:23]=1, predict the reaction product. The product is: [Br:1][C:2]1[CH:11]=[CH:10][CH:9]=[C:8]2[C:3]=1[CH:4]=[C:5]([S:28][C:25]1[CH:26]=[CH:27][C:22]([F:21])=[CH:23][CH:24]=1)[N:6]=[C:7]2[OH:12]. (5) Given the reactants [Br:1][C:2]1[CH:3]=[C:4]([CH3:10])[C:5]([S:8][CH3:9])=[N:6][CH:7]=1.C1C=C(Cl)C=C(C(OO)=[O:19])C=1.[OH-:22].[Na+], predict the reaction product. The product is: [Br:1][C:2]1[CH:3]=[C:4]([CH3:10])[C:5]([S:8]([CH3:9])(=[O:19])=[O:22])=[N:6][CH:7]=1. (6) Given the reactants Br[C:2]1[CH:3]=[C:4]([N+:9]([O-:11])=[O:10])[CH:5]=[CH:6][C:7]=1[F:8].C(N(CC)CC)C.[CH3:19][Si:20]([C:23]#[CH:24])([CH3:22])[CH3:21].C1(P(C2C=CC=CC=2)C2C=CC=CC=2)C=CC=CC=1, predict the reaction product. The product is: [F:8][C:7]1[CH:6]=[CH:5][C:4]([N+:9]([O-:11])=[O:10])=[CH:3][C:2]=1[C:24]#[C:23][Si:20]([CH3:22])([CH3:21])[CH3:19]. (7) Given the reactants Br[C:2]1[CH:10]=[CH:9][C:5]([C:6]([OH:8])=O)=[CH:4][N:3]=1.[CH3:11][O:12][C:13]1[CH:14]=[C:15]([CH:18]=[CH:19][CH:20]=1)[CH2:16][NH2:17].C(=O)([O-])[O-].[Na+].[Na+].S(Cl)([Cl:29])=O, predict the reaction product. The product is: [Cl:29][C:2]1[CH:10]=[CH:9][C:5]([C:6]([NH:17][CH2:16][C:15]2[CH:18]=[CH:19][CH:20]=[C:13]([O:12][CH3:11])[CH:14]=2)=[O:8])=[CH:4][N:3]=1.